This data is from Catalyst prediction with 721,799 reactions and 888 catalyst types from USPTO. The task is: Predict which catalyst facilitates the given reaction. Reactant: C(OC([N:8]1[C:13]2[CH:14]=[C:15]([Cl:21])[C:16]([N:18]([CH3:20])[CH3:19])=[CH:17][C:12]=2[O:11][CH:10]([C:22]([N:24]2[CH2:28][CH2:27][C:26]([C:37]#[N:38])([CH2:29][C:30]3[CH:35]=[CH:34][C:33]([F:36])=[CH:32][CH:31]=3)[CH2:25]2)=[O:23])[CH2:9]1)=O)(C)(C)C.FC(F)(F)C(O)=O. Product: [Cl:21][C:15]1[C:16]([N:18]([CH3:19])[CH3:20])=[CH:17][C:12]2[O:11][CH:10]([C:22]([N:24]3[CH2:28][CH2:27][C:26]([CH2:29][C:30]4[CH:31]=[CH:32][C:33]([F:36])=[CH:34][CH:35]=4)([C:37]#[N:38])[CH2:25]3)=[O:23])[CH2:9][NH:8][C:13]=2[CH:14]=1. The catalyst class is: 2.